Dataset: Full USPTO retrosynthesis dataset with 1.9M reactions from patents (1976-2016). Task: Predict the reactants needed to synthesize the given product. (1) Given the product [O:1]1[C:5]2[CH:6]=[CH:7][CH:8]=[CH:9][C:4]=2[N:3]=[C:2]1[C:10]1[CH:11]=[C:12]([NH2:17])[C:13]([NH2:16])=[CH:14][CH:15]=1, predict the reactants needed to synthesize it. The reactants are: [O:1]1[C:5]2[CH:6]=[CH:7][CH:8]=[CH:9][C:4]=2[N:3]=[C:2]1[C:10]1[CH:15]=[CH:14][C:13]([NH2:16])=[C:12]([N+:17]([O-])=O)[CH:11]=1. (2) Given the product [CH:18]1([N:17]([CH:21]2[CH2:23][CH2:22]2)[C:15]([C:13]2[N:12]([CH2:24][CH3:25])[C:10]3=[N:11][C:6]([NH:5][C:3]4[N:33]=[C:30]([CH3:31])[S:32][CH:2]=4)=[C:7]4[N:28]=[CH:27][N:26]([CH3:29])[C:8]4=[C:9]3[CH:14]=2)=[O:16])[CH2:20][CH2:19]1, predict the reactants needed to synthesize it. The reactants are: Cl[CH2:2][C:3]([NH:5][C:6]1[N:11]=[C:10]2[N:12]([CH2:24][CH3:25])[C:13]([C:15]([N:17]([CH:21]3[CH2:23][CH2:22]3)[CH:18]3[CH2:20][CH2:19]3)=[O:16])=[CH:14][C:9]2=[C:8]2[N:26]([CH3:29])[CH:27]=[N:28][C:7]=12)=O.[C:30]([NH2:33])(=[S:32])[CH3:31].